This data is from Reaction yield outcomes from USPTO patents with 853,638 reactions. The task is: Predict the reaction yield, written as a fraction of the theoretical maximum amount of product (1.0 means a 100% yield; for example, 0.34 means a 34% yield). The reactants are [Br-].[CH2:2]([O:12][C:13]1[CH:18]=[CH:17][CH:16]=[CH:15][C:14]=1[P+](CC1C=CC=CC=1)(C1C=CC=CC=1)C1C=CC=CC=1)[CH2:3][CH2:4][CH2:5][CH2:6][CH2:7][CH2:8][CH2:9][CH:10]=[CH2:11].C(=O)[C:40]1[CH:47]=[CH:46][C:43]([CH:44]=O)=[CH:42][CH:41]=1.[CH2:49]([OH:51])C.[O-][CH2:53]C.[Na+].O. The catalyst is C(O)C. The product is [CH2:2]([O:12][C:13]1[CH:18]=[CH:17][CH:16]=[C:15]([CH:53]=[CH:44][C:43]2[CH:42]=[CH:41][CH:40]=[CH:47][CH:46]=2)[C:14]=1[CH:49]=[O:51])[CH2:3][CH2:4][CH2:5][CH2:6][CH2:7][CH2:8][CH2:9][CH:10]=[CH2:11]. The yield is 0.500.